Dataset: Full USPTO retrosynthesis dataset with 1.9M reactions from patents (1976-2016). Task: Predict the reactants needed to synthesize the given product. (1) The reactants are: [C:1]1([S:7]([C:10]2[CH:21]=[CH:20][C:13]3[NH:14][CH2:15][C:16]([CH3:19])([CH3:18])[O:17][C:12]=3[CH:11]=2)(=[O:9])=[O:8])[CH:6]=[CH:5][CH:4]=[CH:3][CH:2]=1.[Cl-].Br[C:24]1[CH:29]=[CH:28][NH+:27]=[CH:26][CH:25]=1. Given the product [C:1]1([S:7]([C:10]2[CH:21]=[CH:20][C:13]3[N:14]([C:24]4[CH:29]=[CH:28][N:27]=[CH:26][CH:25]=4)[CH2:15][C:16]([CH3:18])([CH3:19])[O:17][C:12]=3[CH:11]=2)(=[O:9])=[O:8])[CH:6]=[CH:5][CH:4]=[CH:3][CH:2]=1, predict the reactants needed to synthesize it. (2) The reactants are: [C:1]([NH:20][S:21](=[O:46])(=[O:45])[O:22][CH2:23][C@@H:24]1[C@@H:31]2[C@@H:27]([O:28][C:29]([CH3:33])([CH3:32])[O:30]2)[C@H:26]([N:34]2[CH:42]=[N:41][C:40]3[C:35]2=[N:36][CH:37]=[N:38][C:39]=3[CH2:43][NH2:44])[O:25]1)([C:14]1[CH:19]=[CH:18][CH:17]=[CH:16][CH:15]=1)([C:8]1[CH:13]=[CH:12][CH:11]=[CH:10][CH:9]=1)[C:2]1[CH:7]=[CH:6][CH:5]=[CH:4][CH:3]=1.[CH3:47][O:48][C:49]1[CH:57]=[CH:56][CH:55]=[CH:54][C:50]=1[C:51](Cl)=[O:52]. Given the product [C:1]([NH:20][S:21](=[O:45])(=[O:46])[O:22][CH2:23][C@@H:24]1[C@@H:31]2[C@@H:27]([O:28][C:29]([CH3:33])([CH3:32])[O:30]2)[C@H:26]([N:34]2[CH:42]=[N:41][C:40]3[C:35]2=[N:36][CH:37]=[N:38][C:39]=3[CH2:43][NH:44][C:51](=[O:52])[C:50]2[CH:54]=[CH:55][CH:56]=[CH:57][C:49]=2[O:48][CH3:47])[O:25]1)([C:8]1[CH:9]=[CH:10][CH:11]=[CH:12][CH:13]=1)([C:2]1[CH:3]=[CH:4][CH:5]=[CH:6][CH:7]=1)[C:14]1[CH:15]=[CH:16][CH:17]=[CH:18][CH:19]=1, predict the reactants needed to synthesize it. (3) Given the product [CH3:24][C:6]1[N:7]=[C:8]([CH2:10][CH2:11][C:12]2[C:13]([C:18]3[CH:23]=[CH:22][CH:21]=[CH:20][N:19]=3)=[N:14][O:15][C:16]=2[CH3:17])[S:9][C:5]=1[C:3]([OH:4])=[O:2], predict the reactants needed to synthesize it. The reactants are: C[O:2][C:3]([C:5]1[S:9][C:8]([CH2:10][CH2:11][C:12]2[C:13]([C:18]3[CH:23]=[CH:22][CH:21]=[CH:20][N:19]=3)=[N:14][O:15][C:16]=2[CH3:17])=[N:7][C:6]=1[CH3:24])=[O:4].O.[OH-].[Li+].CO. (4) Given the product [CH:2]1([CH2:5][O:6][C:7]2[CH:15]=[CH:14][C:10]3[O:11][CH2:12][O:13][C:9]=3[C:8]=2[C:16]2[C:17]3[NH:24][C:23]([CH3:25])=[C:22]([C:26]([NH:28][CH:29]4[CH2:30][CH2:31][N:32]([C:40](=[O:41])[C@@H:39]([OH:38])[CH3:43])[CH2:33][CH2:34]4)=[O:27])[C:18]=3[N:19]=[CH:20][N:21]=2)[CH2:4][CH2:3]1, predict the reactants needed to synthesize it. The reactants are: Cl.[CH:2]1([CH2:5][O:6][C:7]2[CH:15]=[CH:14][C:10]3[O:11][CH2:12][O:13][C:9]=3[C:8]=2[C:16]2[C:17]3[NH:24][C:23]([CH3:25])=[C:22]([C:26]([NH:28][CH:29]4[CH2:34][CH2:33][NH:32][CH2:31][CH2:30]4)=[O:27])[C:18]=3[N:19]=[CH:20][N:21]=2)[CH2:4][CH2:3]1.C([O:38][C@@H:39]([CH3:43])[C:40](Cl)=[O:41])(=O)C. (5) The reactants are: [CH:1]([NH2:4])([CH3:3])[CH3:2].CCN(C(C)C)C(C)C.[CH3:14][C:15]([O:18][C:19]([N:21]([C:39]([O:41][C:42]([CH3:45])([CH3:44])[CH3:43])=[O:40])[N:22]([C:30]1[C:35]([F:36])=[C:34](Cl)[N:33]=[C:32]([Cl:38])[N:31]=1)[C:23]([O:25][C:26]([CH3:29])([CH3:28])[CH3:27])=[O:24])=[O:20])([CH3:17])[CH3:16]. Given the product [CH3:17][C:15]([O:18][C:19]([N:21]([C:39]([O:41][C:42]([CH3:45])([CH3:44])[CH3:43])=[O:40])[N:22]([C:30]1[C:35]([F:36])=[C:34]([NH:4][CH:1]([CH3:3])[CH3:2])[N:33]=[C:32]([Cl:38])[N:31]=1)[C:23]([O:25][C:26]([CH3:27])([CH3:28])[CH3:29])=[O:24])=[O:20])([CH3:14])[CH3:16], predict the reactants needed to synthesize it. (6) The reactants are: [N:1]1([C:6]2[CH:7]=[C:8]([C:16]3[S:20][C:19]([NH:21][C:22](=[O:24])[CH3:23])=[N:18][C:17]=3[CH3:25])[CH:9]=[CH:10][C:11]=2[S:12]([CH3:15])(=[O:14])=[O:13])[CH:5]=[CH:4][N:3]=[CH:2]1.F[C:27]1C=C(C2SC(NC(=O)C)=NC=2C)C=CC=1S(C)(=O)=O.FC1C=C(C2SC(NC(=O)CC)=NC=2C)C=CC=1S(C)(=O)=O. Given the product [N:1]1([C:6]2[CH:7]=[C:8]([C:16]3[S:20][C:19]([NH:21][C:22](=[O:24])[CH2:23][CH3:27])=[N:18][C:17]=3[CH3:25])[CH:9]=[CH:10][C:11]=2[S:12]([CH3:15])(=[O:14])=[O:13])[CH:5]=[CH:4][N:3]=[CH:2]1, predict the reactants needed to synthesize it. (7) Given the product [F:1][C:2]1[CH:3]=[C:4]([NH:21][C:32]([NH:31][C:29](=[O:30])[CH2:28][C:22]2[CH:23]=[CH:24][CH:25]=[CH:26][CH:27]=2)=[S:33])[CH:5]=[CH:6][C:7]=1[O:8][C:9]1[CH:14]=[CH:13][N:12]=[C:11]2[CH:15]=[C:16]([CH2:18][CH2:19][CH3:20])[S:17][C:10]=12, predict the reactants needed to synthesize it. The reactants are: [F:1][C:2]1[CH:3]=[C:4]([NH2:21])[CH:5]=[CH:6][C:7]=1[O:8][C:9]1[CH:14]=[CH:13][N:12]=[C:11]2[CH:15]=[C:16]([CH2:18][CH2:19][CH3:20])[S:17][C:10]=12.[C:22]1([CH2:28][C:29]([N:31]=[C:32]=[S:33])=[O:30])[CH:27]=[CH:26][CH:25]=[CH:24][CH:23]=1. (8) Given the product [S:1]1[CH:5]=[CH:4][C:3]2[C:6]3[NH:33][N:34]=[C:11]([NH:10][C:13]4[CH:18]=[CH:17][C:16]([C:19]([F:22])([F:21])[F:20])=[CH:15][CH:14]=4)[C:7]=3[CH2:8][C:2]1=2, predict the reactants needed to synthesize it. The reactants are: [S:1]1[CH:5]=[CH:4][C:3]2[C:6](=O)[CH2:7][CH2:8][C:2]1=2.[N:10]([C:13]1[CH:18]=[CH:17][C:16]([C:19]([F:22])([F:21])[F:20])=[CH:15][CH:14]=1)=[C:11]=S.C[Si](C)(C)[Si](C)(C)C.[Li].O.[NH2:33][NH2:34]. (9) Given the product [C:13]([CH:14]([CH:15]=[CH2:16])[CH2:19][C:20]([O:22][CH2:23][CH3:24])=[O:21])#[N:17], predict the reactants needed to synthesize it. The reactants are: C([Li])CCC.C(NC(C)C)(C)C.[C:13](#[N:17])[CH2:14][CH:15]=[CH2:16].Br[CH2:19][C:20]([O:22][CH2:23][CH3:24])=[O:21].[Cl-].[NH4+].